Dataset: Forward reaction prediction with 1.9M reactions from USPTO patents (1976-2016). Task: Predict the product of the given reaction. (1) The product is: [Br:15][C:16]1[CH:22]=[CH:21][C:19]([NH:20][CH2:9][C:8]([C:7]2[CH:12]=[CH:13][CH:14]=[C:5]([Cl:4])[CH:6]=2)=[O:11])=[CH:18][CH:17]=1. Given the reactants CC#N.[Cl:4][C:5]1[CH:6]=[C:7]([CH:12]=[CH:13][CH:14]=1)[C:8](=[O:11])[CH2:9]Br.[Br:15][C:16]1[CH:22]=[CH:21][C:19]([NH2:20])=[CH:18][CH:17]=1.C([O-])(O)=O.[Na+], predict the reaction product. (2) Given the reactants [Br:1][C:2]1[CH:3]=[CH:4][C:5]([C:8]2[N:12]=[CH:11][NH:10][N:9]=2)=[N:6][CH:7]=1.Br[C:14]1[CH:15]=[CH:16][C:17]([C:20](/N=C/N(C)C)=[O:21])=NC=1.NN, predict the reaction product. The product is: [Br:1][C:2]1[CH:3]=[CH:4][C:5]([C:8]2[N:12]=[CH:11][N:10]([CH:14]3[CH2:15][CH2:16][CH2:17][CH2:20][O:21]3)[N:9]=2)=[N:6][CH:7]=1. (3) Given the reactants C([O:3][C:4]([CH:6]1[CH2:9][CH:8]([NH:10][CH2:11][C:12]2[CH:17]=[N:16][C:15]([C:18]3[N:22]=[C:21]([C:23]4[CH:28]=[CH:27][C:26]([CH2:29][CH:30]([CH3:32])[CH3:31])=[CH:25][CH:24]=4)[O:20][N:19]=3)=[CH:14][N:13]=2)[CH2:7]1)=[O:5])C.[OH-].[Na+], predict the reaction product. The product is: [CH2:29]([C:26]1[CH:27]=[CH:28][C:23]([C:21]2[O:20][N:19]=[C:18]([C:15]3[N:16]=[CH:17][C:12]([CH2:11][NH:10][C@@H:8]4[CH2:7][C@H:6]([C:4]([OH:5])=[O:3])[CH2:9]4)=[N:13][CH:14]=3)[N:22]=2)=[CH:24][CH:25]=1)[CH:30]([CH3:32])[CH3:31]. (4) Given the reactants Br[C:2]1[CH:3]=[C:4]2[C:8](=[CH:9][CH:10]=1)[C:7](=[O:11])[N:6]([C@H:12]1[CH2:17][CH2:16][C@@H:15]([OH:18])[CH2:14][CH2:13]1)[CH2:5]2.[CH3:19][C:20]1([CH3:36])[C:24]([CH3:26])([CH3:25])[O:23][B:22]([B:22]2[O:23][C:24]([CH3:26])([CH3:25])[C:20]([CH3:36])([CH3:19])[O:21]2)[O:21]1, predict the reaction product. The product is: [OH:18][C@@H:15]1[CH2:16][CH2:17][C@H:12]([N:6]2[CH2:5][C:4]3[C:8](=[CH:9][CH:10]=[C:2]([B:22]4[O:23][C:24]([CH3:26])([CH3:25])[C:20]([CH3:36])([CH3:19])[O:21]4)[CH:3]=3)[C:7]2=[O:11])[CH2:13][CH2:14]1.